From a dataset of Catalyst prediction with 721,799 reactions and 888 catalyst types from USPTO. Predict which catalyst facilitates the given reaction. (1) Reactant: CNC(=O)[O-].[C:6]([N:9]1[C:18]2[C:13](=[CH:14][C:15]([C:19]3[CH:20]=[N:21][N:22]([CH2:24][CH2:25][N:26](C)[C:27](=O)OC(C)(C)C)[CH:23]=3)=[CH:16][CH:17]=2)[C@H:12]([NH:35][C:36]2[CH:41]=[CH:40][C:39]([C:42]#[N:43])=[CH:38][CH:37]=2)[C@@H:11]([CH3:44])[C@@H:10]1[CH:45]1[CH2:47][CH2:46]1)(=[O:8])[CH3:7].FC(F)(F)C(O)=O. Product: [C:6]([N:9]1[C:18]2[C:13](=[CH:14][C:15]([C:19]3[CH:20]=[N:21][N:22]([CH2:24][CH2:25][NH:26][CH3:27])[CH:23]=3)=[CH:16][CH:17]=2)[C@H:12]([NH:35][C:36]2[CH:37]=[CH:38][C:39]([C:42]#[N:43])=[CH:40][CH:41]=2)[C@@H:11]([CH3:44])[C@@H:10]1[CH:45]1[CH2:47][CH2:46]1)(=[O:8])[CH3:7]. The catalyst class is: 4. (2) Reactant: [H-].[Al+3].[Li+].[H-].[H-].[H-].[O:7]1[C:11]2[CH:12]=[CH:13][CH:14]=[CH:15][C:10]=2[CH:9]=[C:8]1[C:16](O)=[O:17].O. The catalyst class is: 469. Product: [O:7]1[C:11]2[CH:12]=[CH:13][CH:14]=[CH:15][C:10]=2[CH:9]=[C:8]1[CH2:16][OH:17]. (3) Reactant: [Br:1]N1C(=O)CCC1=O.[F:9][CH:10]([F:17])[C:11]1[CH:15]=[CH:14][N:13]([CH3:16])[N:12]=1.FC(F)C1N(C)N=CC=1.O. Product: [Br:1][C:15]1[C:11]([CH:10]([F:17])[F:9])=[N:12][N:13]([CH3:16])[CH:14]=1. The catalyst class is: 9. (4) Reactant: [Br:1][CH2:2][C:3]1[O:4][CH:5]=[C:6]([OH:10])[C:7](=[O:9])[CH:8]=1.[CH3:11][N:12]1[CH2:17][CH2:16][NH:15][CH2:14][CH2:13]1. Product: [BrH:1].[OH:10][C:6]1[C:7](=[O:9])[CH:8]=[C:3]([CH2:2][N:15]2[CH2:16][CH2:17][N:12]([CH3:11])[CH2:13][CH2:14]2)[O:4][CH:5]=1. The catalyst class is: 7. (5) Reactant: [F-].C([N+](CCCC)(CCCC)CCCC)CCC.[C:19]([O:23][C:24](=[O:57])[NH:25][C:26]([CH3:56])([CH2:28][C:29]([O:31]/[N:32]=[C:33](\[NH2:55])/[C:34]1[N:38]2[CH:39]=[C:40]([CH3:53])[CH:41]=[C:42]([O:43][CH2:44][C:45]3[C:50]([F:51])=[CH:49][CH:48]=[CH:47][C:46]=3[F:52])[C:37]2=[N:36][C:35]=1[CH3:54])=O)[CH3:27])([CH3:22])([CH3:21])[CH3:20]. Product: [C:19]([O:23][C:24](=[O:57])[NH:25][C:26]([CH3:27])([CH3:56])[CH2:28][C:29]1[O:31][N:32]=[C:33]([C:34]2[N:38]3[CH:39]=[C:40]([CH3:53])[CH:41]=[C:42]([O:43][CH2:44][C:45]4[C:46]([F:52])=[CH:47][CH:48]=[CH:49][C:50]=4[F:51])[C:37]3=[N:36][C:35]=2[CH3:54])[N:55]=1)([CH3:20])([CH3:21])[CH3:22]. The catalyst class is: 1. (6) Reactant: [C:1]1([N:7]2[C:11]([CH2:12]O)=[N:10][C:9]([C:14]3[CH:19]=[CH:18][CH:17]=[CH:16][CH:15]=3)=[N:8]2)[CH:6]=[CH:5][CH:4]=[CH:3][CH:2]=1.C1(P(C2C=CC=CC=2)C2C=CC=CC=2)C=CC=CC=1.C(Br)(Br)(Br)[Br:40]. Product: [Br:40][CH2:12][C:11]1[N:7]([C:1]2[CH:6]=[CH:5][CH:4]=[CH:3][CH:2]=2)[N:8]=[C:9]([C:14]2[CH:19]=[CH:18][CH:17]=[CH:16][CH:15]=2)[N:10]=1. The catalyst class is: 4. (7) Reactant: [NH2:1][C:2]1[CH:17]=[CH:16][C:5]2[CH2:6][CH2:7][N:8]([C:11]([O:13][CH2:14][CH3:15])=[O:12])[CH2:9][CH2:10][C:4]=2[C:3]=1[Cl:18].[Br:19]N1C(=O)CCC1=O. The catalyst class is: 4. Product: [NH2:1][C:2]1[C:17]([Br:19])=[CH:16][C:5]2[CH2:6][CH2:7][N:8]([C:11]([O:13][CH2:14][CH3:15])=[O:12])[CH2:9][CH2:10][C:4]=2[C:3]=1[Cl:18]. (8) Reactant: [NH2:1][C:2]1[CH:9]=[CH:8][C:7]([Cl:10])=[CH:6][C:3]=1[C:4]#[N:5].CN(C1C=CC=CN=1)C.[C:20](Cl)(=[O:23])[O:21][CH3:22].O. Product: [Cl:10][C:7]1[CH:8]=[CH:9][C:2]([NH:1][C:20](=[O:23])[O:21][CH3:22])=[C:3]([C:4]#[N:5])[CH:6]=1. The catalyst class is: 80. (9) Reactant: [F:1][C:2]1[CH:22]=[CH:21][C:5]2[C:6]([CH3:20])=[C:7]([C:9]([CH2:16][CH2:17][CH2:18][CH3:19])=[CH:10][C:11]([O:13][CH2:14][CH3:15])=[O:12])[S:8][C:4]=2[CH:3]=1. Product: [F:1][C:2]1[CH:22]=[CH:21][C:5]2[C:6]([CH3:20])=[C:7]([CH:9]([CH2:16][CH2:17][CH2:18][CH3:19])[CH2:10][C:11]([O:13][CH2:14][CH3:15])=[O:12])[S:8][C:4]=2[CH:3]=1. The catalyst class is: 99.